The task is: Token-level Classification. Given an antigen amino acid sequence, predict which amino acid positions are active epitope sites capable of antibody binding. Output is a list of indices for active positions.. This data is from B-cell epitopes from IEDB database with 3,159 antigens for binding position prediction. (1) Given the antigen sequence: MLLAVLYCLLWSFQTSAGHFPRACVSSKNLMEKECCPPWSGDRSPCGQLSGRGSCQNILLSNAPLGPQFPFTGVDDRESWPSVFYNRTCQCSGNFMGFNCGNCKFGFWGPNCTERRLLVRRNIFDLSAPEKDKFFAYLTLAKHTISSDYVIPIGTYGQMKNGSTPMFNDINIYDLFVWMHYYVSMDALLGGSEIWRDIDFAHEAPAFLPWHRLFLLRWEQEIQKLTGDENFTIPYWDWRDAEKCDICTDEYMGGQHPTNPNLLSPASFFSSWQIVCSRLEEYNSHQSLCNGTPEGPLRRNPGNHDKSRTPRLPSSADVEFCLSLTQYESGSMDKAANFSFRNTLEGFASPLTGIADASQSSMHNALHIYMNGTMSQVQGSANDPIFLLHHAFVDSIFEQWLRRHRPLQEVYPEANAPIGHNRESYMVPFIPLYRNGDFFISSKDLGYDYSYLQDSDPDSFQDYIKSYLEQASRIWSWLLGAAMVGAVLTALLAGLVSLLC..., which amino acid positions are active epitope sites? The epitope positions are: [236, 237, 238, 239, 240, 241, 242, 243, 244, 245, 246]. The amino acids at these positions are: DWRDAEKCDIC. (2) Given the antigen sequence: KEGYAMDHEGCKFSCFIRPAGFCDGYCKTHLKASSGYCAWPACYCYGVPDHIKVWDYATNKC, which amino acid positions are active epitope sites? The epitope positions are: [10, 11, 12, 13, 14, 15, 16, 17, 18, 19, 20, 21, 22, 23, 24]. The amino acids at these positions are: CKFSCFIRPAGFCDG. (3) Given the antigen sequence: MSHVVVKNDPELDQQLANLDLNSEKQSGGASTASKGRYIPPHLRNREASKGFHDKDSSGWSCSKDKDAYSSFGSRDSRGKPGYFSERGSGSRGRFDDRGRSDYDGIGNRERPGFGRFERSGHSRWCDKSVEDDWSKPLPPSERLEQELFSGGNTGINFEKYDDIPVEATGSNCPPHIENFSDIDMGEIIMGNIELTRYTRPTPVQKHAIPIIKGKRDLMACAQTGSGKTAAFLLPILSQIYTDGPGEALKAVKENGRYGRRKQYPISLVLAPTRELAVQIYEEARKFSYRSRVRPCVVYGGADIGQQIRDLERGCHLLVATPGRLVDMMERGKIGLDFCKYLVLDEADRMLDMGFEPQIRRIVEQDTMPPKGVRHTMMFSATFPKEIQMLARDFLDEYIFLAVGRVGSTSENITQKVVWVEDLDKRSFLLDILGATGSDSLTLVFVETKKGADSLEDFLYHEGYACTSIHGDRSQRDREEALHQFRSGKSPILVATAVAA..., which amino acid positions are active epitope sites? The epitope positions are: [313, 314, 315, 316, 317, 318, 319, 320, 321, 322, 323, 324, 325, 326, 327, 328, 329, 330]. The amino acids at these positions are: GCHLLVATPGRLVDMMER. (4) Given the antigen sequence: MAAPALSWRLPLLILLLPLATSWASAAVNGTSQFTCFYNSRANISCVWSQDGALQDTSCQVHAWPDRRRWNQTCELLPVSQASWACNLILGAPDSQKLTTVDIVTLRVLCREGVRWRVMAIQDFKPFENLRLMAPISLQVVHVETHRCNISWEISQASHYFERHLEFEARTLSPGHTWELSPTQEAPLLTLKQKQEWICLETLTPDTQYEFQVRVKPLQGEFTTWSPWSQPLAFRTKPAALGKDTIPWLGHLLVGLSGAFGFIILVYLLINCRNTGPWLKKVLKCNTPDPSKFFSQLSSEHGGDVQKWLSSPFPSSSFSPGGLAPEISPLEVLERDKVTQLLLQQDKVPEPASLSSNHSLTSCFTNQGYFFFHLPDALEIEACQVYFTYDPYSEEDPDEGVAGAPTGSSPQPLQPLSGEDDAYCTFPSRDDLLLFSPSLLGGPSPPSTAPGGSGAGEERMPPSLQERVPRDWDPQPLGPPTPGVPDLVDFQPPPELVLRE..., which amino acid positions are active epitope sites? The epitope positions are: [208, 209, 210, 211, 212, 213, 214, 215, 216, 217, 218, 219, 220, 221, 222, 223, 224, 225, 226, 227... (22 total positions)]. The amino acids at these positions are: YEFQVRVKPLQGEFTTWSPWSQ.